From a dataset of Full USPTO retrosynthesis dataset with 1.9M reactions from patents (1976-2016). Predict the reactants needed to synthesize the given product. The reactants are: [NH2:1][C:2]1[C:11]2[N:12]=[C:13]3[N:17](C(OC(C)(C)C)=O)[CH2:16][C@H:15]([CH3:25])[N:14]3[C:10]=2[C:9]2[C:4](=[CH:5][CH:6]=[CH:7][CH:8]=2)[N:3]=1.Cl.CCO. Given the product [CH3:25][C@@H:15]1[N:14]2[C:10]3[C:9]4[C:4](=[CH:5][CH:6]=[CH:7][CH:8]=4)[N:3]=[C:2]([NH2:1])[C:11]=3[N:12]=[C:13]2[NH:17][CH2:16]1, predict the reactants needed to synthesize it.